This data is from Reaction yield outcomes from USPTO patents with 853,638 reactions. The task is: Predict the reaction yield, written as a fraction of the theoretical maximum amount of product (1.0 means a 100% yield; for example, 0.34 means a 34% yield). (1) The reactants are [Cl:1][C:2]1[CH:3]=[C:4]([NH:9][C:10]2[C:19]3[C:14](=[CH:15][CH:16]=[CH:17][C:18]=3[O:20][C@H:21]([CH3:28])[CH2:22][N:23]([CH3:27])[C:24](=[O:26])[CH3:25])[N:13]=[CH:12][N:11]=2)[CH:5]=[CH:6][C:7]=1[OH:8].[F:29][C:30]1[CH:37]=[CH:36][CH:35]=[CH:34][C:31]=1[CH2:32]Cl. No catalyst specified. The product is [Cl:1][C:2]1[CH:3]=[C:4]([NH:9][C:10]2[C:19]3[C:14](=[CH:15][CH:16]=[CH:17][C:18]=3[O:20][C@H:21]([CH3:28])[CH2:22][N:23]([CH3:27])[C:24](=[O:26])[CH3:25])[N:13]=[CH:12][N:11]=2)[CH:5]=[CH:6][C:7]=1[O:8][CH2:32][C:31]1[CH:34]=[CH:35][CH:36]=[CH:37][C:30]=1[F:29]. The yield is 0.720. (2) The reactants are [CH3:1][C@H:2]1[C:10]2[C:9](O)=[N:8][CH:7]=[N:6][C:5]=2[CH2:4][CH2:3]1.O=P(Cl)(Cl)[Cl:14]. No catalyst specified. The product is [Cl:14][C:9]1[C:10]2[C@H:2]([CH3:1])[CH2:3][CH2:4][C:5]=2[N:6]=[CH:7][N:8]=1. The yield is 0.490.